This data is from Forward reaction prediction with 1.9M reactions from USPTO patents (1976-2016). The task is: Predict the product of the given reaction. (1) Given the reactants [C:1]1([CH:7]([CH3:12])[CH2:8][C:9]([OH:11])=O)[CH:6]=[CH:5][CH:4]=[CH:3][CH:2]=1.S(Cl)(Cl)=O.C[Si](C)(C)[O:19][CH:20](O[Si](C)(C)C)CO[Si](C)(C)C, predict the reaction product. The product is: [OH:19][CH2:20][C:9](=[O:11])[CH2:8][CH:7]([C:1]1[CH:2]=[CH:3][CH:4]=[CH:5][CH:6]=1)[CH3:12]. (2) Given the reactants [CH:1]([C:9]1[C:17]2[C:12](=[CH:13][C:14](N)=[CH:15][CH:16]=2)[N:11]([CH2:19][O:20][CH2:21][CH2:22][Si:23]([CH3:26])([CH3:25])[CH3:24])[N:10]=1)=[CH:2][C:3]1[CH:8]=[CH:7][CH:6]=[CH:5][CH:4]=1.N([O-])=O.[Na+].[I:31]I, predict the reaction product. The product is: [I:31][C:14]1[CH:13]=[C:12]2[C:17]([C:9]([CH:1]=[CH:2][C:3]3[CH:8]=[CH:7][CH:6]=[CH:5][CH:4]=3)=[N:10][N:11]2[CH2:19][O:20][CH2:21][CH2:22][Si:23]([CH3:26])([CH3:25])[CH3:24])=[CH:16][CH:15]=1. (3) Given the reactants [F:1][C:2]1[CH:3]=[C:4]([CH:9]=[CH:10][C:11]=1[CH3:12])[C:5](=[N:7][OH:8])[NH2:6].[CH:13](OCC)(OCC)OCC.C(#N)C, predict the reaction product. The product is: [F:1][C:2]1[CH:3]=[C:4]([C:5]2[N:6]=[CH:13][O:8][N:7]=2)[CH:9]=[CH:10][C:11]=1[CH3:12]. (4) Given the reactants Cl[C:2]1[CH:7]=[CH:6][N:5]=[C:4]([CH3:8])[C:3]=1[C:9]#[C:10][C:11]1[CH:12]=[CH:13][C:14]([NH2:17])=[N:15][CH:16]=1.C[CH:19]([C:21]1[CH:26]=[C:25](C(C)C)[C:24](C2C=CC=CC=2P(C2CCCCC2)C2CCCCC2)=[C:23](C(C)C)[CH:22]=1)C.[O-]P([O-])([O-])=O.[K+].[K+].[K+].[OH2:60].[O:61]1CCOC[CH2:62]1, predict the reaction product. The product is: [CH3:62][O:61][C:19](=[O:60])[C:21]1[CH:26]=[CH:25][C:24]([C:2]2[CH:7]=[CH:6][N:5]=[C:4]([CH3:8])[C:3]=2[C:9]#[C:10][C:11]2[CH:16]=[N:15][C:14]([NH2:17])=[CH:13][CH:12]=2)=[CH:23][CH:22]=1.